This data is from Full USPTO retrosynthesis dataset with 1.9M reactions from patents (1976-2016). The task is: Predict the reactants needed to synthesize the given product. (1) Given the product [CH2:2]([O:9][NH:10][C:24](=[O:25])[O:23][C:17]1[CH:22]=[CH:21][CH:20]=[CH:19][CH:18]=1)[C:3]1[CH:8]=[CH:7][CH:6]=[CH:5][CH:4]=1, predict the reactants needed to synthesize it. The reactants are: Cl.[CH2:2]([O:9][NH2:10])[C:3]1[CH:8]=[CH:7][CH:6]=[CH:5][CH:4]=1.N1C=CC=CC=1.[C:17]1([O:23][C:24](Cl)=[O:25])[CH:22]=[CH:21][CH:20]=[CH:19][CH:18]=1. (2) Given the product [CH3:45][O:46][C:47]1[CH:48]=[C:49]2[C:53](=[CH:54][C:55]=1[N:56]1[CH2:57][C@H:58]([CH3:64])[N:59]([CH3:63])[C@H:60]([CH3:62])[CH2:61]1)[N:52]([C:26]([NH:23][C:11]1[C:12]3[C:17](=[CH:16][CH:15]=[CH:14][CH:13]=3)[C:8]([C:6]3[CH:5]=[CH:4][CH:3]=[C:2]([CH3:1])[N:7]=3)=[CH:9][CH:10]=1)=[O:35])[CH2:51][CH2:50]2, predict the reactants needed to synthesize it. The reactants are: [CH3:1][C:2]1[N:7]=[C:6]([C:8]2[C:17]3[C:12](=[CH:13][CH:14]=[CH:15][CH:16]=3)[C:11](C(O)=O)=[CH:10][CH:9]=2)[CH:5]=[CH:4][CH:3]=1.C([N:23]([CH2:26]C)CC)C.C1(P(N=[N+]=[N-])(C2C=CC=CC=2)=[O:35])C=CC=CC=1.[CH3:45][O:46][C:47]1[CH:48]=[C:49]2[C:53](=[CH:54][C:55]=1[N:56]1[CH2:61][C@H:60]([CH3:62])[N:59]([CH3:63])[C@H:58]([CH3:64])[CH2:57]1)[NH:52][CH2:51][CH2:50]2.